This data is from Catalyst prediction with 721,799 reactions and 888 catalyst types from USPTO. The task is: Predict which catalyst facilitates the given reaction. (1) Reactant: [N+:1]([C:4]1[CH:10]=[C:9]([C:11]#[N:12])[CH:8]=[CH:7][C:5]=1[NH2:6])([O-])=O. Product: [NH2:1][C:4]1[CH:10]=[C:9]([CH:8]=[CH:7][C:5]=1[NH2:6])[C:11]#[N:12]. The catalyst class is: 178. (2) Reactant: Cl.[F:2][C:3]1[CH:8]=[C:7]([C:9]2[CH:10]=[N:11][N:12]([CH3:14])[CH:13]=2)[CH:6]=[CH:5][C:4]=1[CH:15]([NH2:17])[CH3:16].CCN(C(C)C)C(C)C.[CH:27]([C:29]1[CH:38]=[CH:37][CH:36]=[CH:35][C:30]=1[C:31](OC)=O)=[O:28].C(O[BH-](OC(=O)C)OC(=O)C)(=O)C.[Na+]. Product: [F:2][C:3]1[CH:8]=[C:7]([C:9]2[CH:10]=[N:11][N:12]([CH3:14])[CH:13]=2)[CH:6]=[CH:5][C:4]=1[CH:15]([N:17]1[CH2:31][C:30]2[C:29](=[CH:38][CH:37]=[CH:36][CH:35]=2)[C:27]1=[O:28])[CH3:16]. The catalyst class is: 26. (3) Reactant: [CH:1]([N:14]1[CH2:17][CH:16]([C:18]#[N:19])[CH2:15]1)([C:8]1[CH:13]=[CH:12][CH:11]=[CH:10][CH:9]=1)[C:2]1[CH:7]=[CH:6][CH:5]=[CH:4][CH:3]=1.[OH:20]S(O)(=O)=O.N. Product: [CH:1]([N:14]1[CH2:17][CH:16]([C:18]([NH2:19])=[O:20])[CH2:15]1)([C:8]1[CH:13]=[CH:12][CH:11]=[CH:10][CH:9]=1)[C:2]1[CH:3]=[CH:4][CH:5]=[CH:6][CH:7]=1. The catalyst class is: 2.